From a dataset of Forward reaction prediction with 1.9M reactions from USPTO patents (1976-2016). Predict the product of the given reaction. (1) Given the reactants F[C:2]1[CH:7]=[CH:6][C:5]([NH:8][C:9](=[O:35])[NH:10][C:11]2[CH:16]=[CH:15][C:14]([C:17]3[CH:18]=[C:19]4[C:23](=[CH:24][CH:25]=3)[C:22](=[O:26])[N:21]([C@@H:27]([CH:32]([CH3:34])[CH3:33])[C:28]([O:30][CH3:31])=[O:29])[CH2:20]4)=[CH:13][CH:12]=2)=[CH:4][CH:3]=1.NC1C=CC(C2C=C3C(=CC=2)[C:48](=[O:52])N([C@@H](C(C)C)C(OC)=O)C3)=CC=1.COC1C=CC(N=C=O)=CC=1, predict the reaction product. The product is: [CH3:48][O:52][C:2]1[CH:7]=[CH:6][C:5]([NH:8][C:9](=[O:35])[NH:10][C:11]2[CH:16]=[CH:15][C:14]([C:17]3[CH:18]=[C:19]4[C:23](=[CH:24][CH:25]=3)[C:22](=[O:26])[N:21]([C@@H:27]([CH:32]([CH3:34])[CH3:33])[C:28]([O:30][CH3:31])=[O:29])[CH2:20]4)=[CH:13][CH:12]=2)=[CH:4][CH:3]=1. (2) Given the reactants ClC1C=CC=C(C(OO)=[O:9])C=1.[C:12]([O:16][C:17]([N:19]1[C@H:23]([CH2:24][F:25])[C@@H:22]([C:26]2[CH:31]=[CH:30][C:29]([S:32][CH3:33])=[CH:28][CH:27]=2)[O:21][C:20]1([CH3:35])[CH3:34])=[O:18])([CH3:15])([CH3:14])[CH3:13].C(=O)(O)[O-].[Na+], predict the reaction product. The product is: [F:25][CH2:24][C@@H:23]1[C@@H:22]([C:26]2[CH:27]=[CH:28][C:29]([S:32]([CH3:33])=[O:9])=[CH:30][CH:31]=2)[O:21][C:20]([CH3:35])([CH3:34])[N:19]1[C:17]([O:16][C:12]([CH3:15])([CH3:14])[CH3:13])=[O:18].